From a dataset of Experimentally validated miRNA-target interactions with 360,000+ pairs, plus equal number of negative samples. Binary Classification. Given a miRNA mature sequence and a target amino acid sequence, predict their likelihood of interaction. The miRNA is hsa-miR-432-3p with sequence CUGGAUGGCUCCUCCAUGUCU. The protein sequence of the target gene is MFVQEEKIFAGKVLRLHICAADGAEWLEEATEDTSVEKLKESCLKHGAHGSLEDPKNVTHHKLIHAASERVLSDSKTILEENIQDQDVLLLIKKRVPSPLPKMADVSAEEKKKQEQKAPDKDAILRATANLPACSTDRTAVQTTMRDFQTELRKILVSLIEVAQKLLALNPDAVELFKKANAMLDEDEDERVDETALRQLTEMGFPESRASKALRLNHMSVPQAMEWLIEHSEDPAIDTPLPGHAAQAGASAAATTSSTSSEAAVGTSVEDEESRDELTEIFKKIRRKKEFRADARAVIS.... Result: 0 (no interaction).